This data is from Catalyst prediction with 721,799 reactions and 888 catalyst types from USPTO. The task is: Predict which catalyst facilitates the given reaction. (1) Reactant: [C:1]([O:5][C:6]([N:8]1[C@H:12]([C@@H:13]([OH:28])[CH2:14][C@H:15]([CH2:19][O:20]CC2C=CC=CC=2)[CH:16]([CH3:18])[CH3:17])[CH2:11][C@@H:10]([CH:29]([CH3:31])[CH3:30])[C@@H:9]1[C:32]1[CH:37]=[CH:36][C:35]([O:38][CH3:39])=[C:34]([O:40][CH2:41][CH2:42][CH2:43][O:44][CH3:45])[CH:33]=1)=[O:7])([CH3:4])([CH3:3])[CH3:2].N.[Na].[Cl-].[NH4+]. Product: [C:1]([O:5][C:6](=[O:7])[NH:8][C@@H:12]([CH2:11][C@H:10]([CH2:9][C:32]1[CH:37]=[CH:36][C:35]([O:38][CH3:39])=[C:34]([O:40][CH2:41][CH2:42][CH2:43][O:44][CH3:45])[CH:33]=1)[CH:29]([CH3:31])[CH3:30])[C@@H:13]([OH:28])[CH2:14][C@H:15]([CH2:19][OH:20])[CH:16]([CH3:17])[CH3:18])([CH3:4])([CH3:2])[CH3:3]. The catalyst class is: 1. (2) Reactant: FC(F)(F)S(O[C:7]1[C:8]([F:21])([F:20])[CH2:9][N:10]([CH2:13][C:14]2[CH:19]=[CH:18][CH:17]=[CH:16][CH:15]=2)[CH2:11][CH:12]=1)(=O)=O.[OH:24][C:25]1[CH:30]=[CH:29][C:28](B(O)O)=[CH:27][CH:26]=1.C(=O)([O-])[O-].[Na+].[Na+].O. Product: [CH2:13]([N:10]1[CH2:11][CH:12]=[C:7]([C:28]2[CH:29]=[CH:30][C:25]([OH:24])=[CH:26][CH:27]=2)[C:8]([F:21])([F:20])[CH2:9]1)[C:14]1[CH:19]=[CH:18][CH:17]=[CH:16][CH:15]=1. The catalyst class is: 640.